Dataset: Peptide-MHC class II binding affinity with 134,281 pairs from IEDB. Task: Regression. Given a peptide amino acid sequence and an MHC pseudo amino acid sequence, predict their binding affinity value. This is MHC class II binding data. (1) The peptide sequence is AQGKTLGVNMVRRGV. The MHC is H-2-IEd with pseudo-sequence H-2-IEd. The binding affinity (normalized) is 0.103. (2) The peptide sequence is IDVWLGGLAENFLPY. The MHC is HLA-DQA10301-DQB10301 with pseudo-sequence HLA-DQA10301-DQB10301. The binding affinity (normalized) is 0.764. (3) The peptide sequence is KKAGLVGVLAGLAFQEMD. The MHC is DRB3_0301 with pseudo-sequence DRB3_0301. The binding affinity (normalized) is 0.633. (4) The binding affinity (normalized) is 0.113. The MHC is DRB3_0101 with pseudo-sequence DRB3_0101. The peptide sequence is KTAVQMAVFIHNFKR. (5) The peptide sequence is SHLIKIPLLIGYGNK. The MHC is DRB1_0404 with pseudo-sequence DRB1_0404. The binding affinity (normalized) is 0.399. (6) The peptide sequence is PTRVVNWEVIIMDEA. The MHC is DRB3_0202 with pseudo-sequence DRB3_0202. The binding affinity (normalized) is 0.380. (7) The peptide sequence is DYVRMWVQAATVMSA. The MHC is DRB1_0404 with pseudo-sequence DRB1_0404. The binding affinity (normalized) is 0.644.